From a dataset of Drug-target binding data from BindingDB using Ki measurements. Regression. Given a target protein amino acid sequence and a drug SMILES string, predict the binding affinity score between them. We predict pKi (pKi = -log10(Ki in M); higher means stronger inhibition). Dataset: bindingdb_ki. (1) The drug is CS(=O)(=O)NC(=O)CCP(=O)(O)O. The target protein (P0AB71) has sequence MSKIFDFVKPGVITGDDVQKVFQVAKENNFALPAVNCVGTDSINAVLETAAKVKAPVIVQFSNGGASFIAGKGVKSDVPQGAAILGAISGAHHVHQMAEHYGVPVILHTDHCAKKLLPWIDGLLDAGEKHFAATGKPLFSSHMIDLSEESLQENIEICSKYLERMSKIGMTLEIELGCTGGEEDGVDNSHMDASALYTQPEDVDYAYTELSKISPRFTIAASFGNVHGVYKPGNVVLTPTILRDSQEYVSKKHNLPHNSLNFVFHGGSGSTAQEIKDSVSYGVVKMNIDTDTQWATWEGVLNYYKANEAYLQGQLGNPKGEDQPNKKYYDPRVWLRAGQTSMIARLEKAFQELNAIDVL. The pKi is 2.0. (2) The small molecule is CN1CCN(C2=c3ccccc3=Nc3ccc(Cl)cc3N2)CC1. The target protein sequence is MDPLNLSWYDDDLERQNWSRPFNGSEGKADRPHYNYYAMLLTLLIFIIVFGNVLVCMAVSREKALQTTTNYLIVSLAVADLLVATLVMPWVVYLEVVGEWKFSRIHCDIFVTLDVMMCTASILNLCAISIDRYTAVAMPMLYNTRYSSKRRVTVMIAIVWVLSFTISCPLLFGLNNTDQNECIIANPAFVVYSSIVSFYVPFIVTLLVYIKIYIVLRKRRKRVNTKRSSRAFRANLKTPLKGNCTHPEDMKLCTVIMKSNGSFPVNRRRMDAARRAQELEMEMLSSTSPPERTRYSPIPPSHHQLTLPDPSHHGLHSNPDSPAKPEKNGHAKIVNPRIAKFFEIQTMPNGKTRTSLKTMSRRKLSQQKEKKATQMLAIVLGVFIICWLPFFITHILNIHCDCNIPPVLYSAFTWLGYVNSAVNPIIYTTFNIEFRKAFMKILHC. The pKi is 6.8.